From a dataset of Catalyst prediction with 721,799 reactions and 888 catalyst types from USPTO. Predict which catalyst facilitates the given reaction. (1) Reactant: [C:1]([N:8]1[CH2:12][CH2:11][C@H:10]([OH:13])[CH2:9]1)([O:3][C:4]([CH3:7])([CH3:6])[CH3:5])=[O:2].C(N(CC)CC)C.[CH3:21][S:22](Cl)(=[O:24])=[O:23].C(OCC)(=O)C. Product: [CH3:21][S:22]([O:13][C@H:10]1[CH2:11][CH2:12][N:8]([C:1]([O:3][C:4]([CH3:7])([CH3:6])[CH3:5])=[O:2])[CH2:9]1)(=[O:24])=[O:23]. The catalyst class is: 146. (2) Reactant: [OH:1][N:2]1[C:7]([CH3:9])([CH3:8])[CH2:6][CH:5]([OH:10])[CH2:4][C:3]1([CH3:12])[CH3:11].[S:13](=[O:17])(=[O:16])([OH:15])[OH:14]. Product: [S:13]([O-:17])([O-:16])(=[O:15])=[O:14].[OH:1][NH+:2]1[C:7]([CH3:8])([CH3:9])[CH2:6][CH:5]([OH:10])[CH2:4][C:3]1([CH3:12])[CH3:11].[OH:1][NH+:2]1[C:7]([CH3:8])([CH3:9])[CH2:6][CH:5]([OH:10])[CH2:4][C:3]1([CH3:12])[CH3:11]. The catalyst class is: 6. (3) Reactant: [CH3:1][O:2][C:3]1[CH:4]=[C:5]([CH2:23][OH:24])[CH:6]=[CH:7][C:8]=1[O:9][CH2:10][C:11]1[N:12]=[C:13]([N:17]2[CH2:22][CH2:21][CH2:20][CH2:19][CH2:18]2)[S:14][C:15]=1[CH3:16].O[C:26]1[C:30]([CH:31]=[O:32])=[CH:29][N:28]([C:33]2[CH:38]=[CH:37][CH:36]=[CH:35][CH:34]=2)[N:27]=1.C(P(CCCC)CCCC)CCC.N(C(N1CCCCC1)=O)=NC(N1CCCCC1)=O. Product: [CH3:1][O:2][C:3]1[CH:4]=[C:5]([CH:6]=[CH:7][C:8]=1[O:9][CH2:10][C:11]1[N:12]=[C:13]([N:17]2[CH2:18][CH2:19][CH2:20][CH2:21][CH2:22]2)[S:14][C:15]=1[CH3:16])[CH2:23][O:24][C:26]1[C:30]([CH:31]=[O:32])=[CH:29][N:28]([C:33]2[CH:34]=[CH:35][CH:36]=[CH:37][CH:38]=2)[N:27]=1. The catalyst class is: 7. (4) Product: [Cl:11][CH2:12][C:13]([NH:5][C:4]1[CH:6]=[CH:7][CH:8]=[C:2]([F:1])[CH:3]=1)=[O:14]. Reactant: [F:1][C:2]1[CH:3]=[C:4]([CH:6]=[CH:7][CH:8]=1)[NH2:5].[OH-].[Na+].[Cl:11][CH2:12][C:13](Cl)=[O:14]. The catalyst class is: 34.